Dataset: Full USPTO retrosynthesis dataset with 1.9M reactions from patents (1976-2016). Task: Predict the reactants needed to synthesize the given product. (1) Given the product [C:29]([C:31]1[CH:36]=[CH:35][CH:34]=[CH:33][C:32]=1[C:2]1[CH:3]=[CH:4][C:5](/[CH:8]=[CH:9]/[C@@H:10]2[C@H:18]3[C@:14]([CH2:21][CH2:22][C:23]([NH2:25])=[O:24])([C:15](=[O:20])[O:16][C@@H:17]3[CH3:19])[CH2:13][C:12]([F:26])([F:27])[C@H:11]2[CH3:28])=[N:6][CH:7]=1)#[N:30], predict the reactants needed to synthesize it. The reactants are: Br[C:2]1[CH:3]=[CH:4][C:5](/[CH:8]=[CH:9]/[C@@H:10]2[C@H:18]3[C@:14]([CH2:21][CH2:22][C:23]([NH2:25])=[O:24])([C:15](=[O:20])[O:16][C@@H:17]3[CH3:19])[CH2:13][C:12]([F:27])([F:26])[C@H:11]2[CH3:28])=[N:6][CH:7]=1.[C:29]([C:31]1[CH:36]=[CH:35][CH:34]=[CH:33][C:32]=1B(O)O)#[N:30].C([O-])([O-])=O.[K+].[K+]. (2) Given the product [Cl:1][C:2]1[N:11]=[C:10]([C:12]2[C:13](=[O:14])[NH:15][C:19](=[O:18])[C:20]=2[C:22]2[C:23]3[S:36][CH:35]=[CH:34][C:24]=3[NH:25][CH:26]=2)[C:9]2[C:4](=[CH:5][CH:6]=[CH:7][CH:8]=2)[N:3]=1, predict the reactants needed to synthesize it. The reactants are: [Cl:1][C:2]1[N:11]=[C:10]([CH2:12][C:13]([NH2:15])=[O:14])[C:9]2[C:4](=[CH:5][CH:6]=[CH:7][CH:8]=2)[N:3]=1.C([O:18][C:19](=O)[C:20]([C:22]1[C:23]2[S:36][CH:35]=[CH:34][C:24]=2[N:25](C(OC(C)(C)C)=O)[CH:26]=1)=O)C.C1COCC1.CC([O-])(C)C.[K+].